This data is from Reaction yield outcomes from USPTO patents with 853,638 reactions. The task is: Predict the reaction yield, written as a fraction of the theoretical maximum amount of product (1.0 means a 100% yield; for example, 0.34 means a 34% yield). (1) The reactants are [CH3:1][O:2][C:3]([C:5]1([C:11]2[CH:16]=[CH:15][C:14]([NH2:17])=[C:13]([C:18]3[CH2:23][CH2:22][C:21]([CH3:25])([CH3:24])[CH2:20][CH:19]=3)[CH:12]=2)[CH2:10][CH2:9][O:8][CH2:7][CH2:6]1)=[O:4].[K+].[C:27]([C:29]1[N:30]=[C:31]([C:42]([O-])=[O:43])[N:32]([CH2:34][O:35][CH2:36][CH2:37][Si:38]([CH3:41])([CH3:40])[CH3:39])[CH:33]=1)#[N:28]. The catalyst is C(Cl)Cl. The product is [CH3:1][O:2][C:3]([C:5]1([C:11]2[CH:16]=[CH:15][C:14]([NH:17][C:42]([C:31]3[N:32]([CH2:34][O:35][CH2:36][CH2:37][Si:38]([CH3:41])([CH3:40])[CH3:39])[CH:33]=[C:29]([C:27]#[N:28])[N:30]=3)=[O:43])=[C:13]([C:18]3[CH2:23][CH2:22][C:21]([CH3:25])([CH3:24])[CH2:20][CH:19]=3)[CH:12]=2)[CH2:6][CH2:7][O:8][CH2:9][CH2:10]1)=[O:4]. The yield is 0.900. (2) The reactants are [CH:1]([C:4]1[C:5]([Cl:12])=[N:6][C:7]([Cl:11])=[N:8][C:9]=1Cl)([CH3:3])[CH3:2].[CH3:13][C:14]1[CH:15]=[C:16]([OH:21])[CH:17]=[C:18]([CH3:20])[CH:19]=1.[H-].[Na+]. The catalyst is CN(C=O)C.CCOCC. The product is [Cl:11][C:7]1[N:6]=[C:5]([Cl:12])[C:4]([CH:1]([CH3:3])[CH3:2])=[C:9]([O:21][C:16]2[CH:17]=[C:18]([CH3:20])[CH:19]=[C:14]([CH3:13])[CH:15]=2)[N:8]=1. The yield is 0.900. (3) The reactants are [CH3:1][O:2][C:3](=[O:38])[C:4]([O:7][C:8]1[CH:13]=[CH:12][C:11]([O:14][CH2:15][CH2:16][CH:17]([NH:23][C:24]([C:26]2[CH:31]=[CH:30][C:29]([C:32]3[CH:37]=[CH:36][CH:35]=[CH:34][CH:33]=3)=[CH:28][CH:27]=2)=[O:25])[C:18](=O)[CH2:19][CH2:20][CH3:21])=[CH:10][CH:9]=1)([CH3:6])[CH3:5].P(Cl)(Cl)(Cl)=O.O.[OH-].[Na+]. The catalyst is CN(C=O)C. The product is [CH3:1][O:2][C:3](=[O:38])[C:4]([O:7][C:8]1[CH:13]=[CH:12][C:11]([O:14][CH2:15][CH2:16][C:17]2[N:23]=[C:24]([C:26]3[CH:31]=[CH:30][C:29]([C:32]4[CH:33]=[CH:34][CH:35]=[CH:36][CH:37]=4)=[CH:28][CH:27]=3)[O:25][C:18]=2[CH2:19][CH2:20][CH3:21])=[CH:10][CH:9]=1)([CH3:6])[CH3:5]. The yield is 0.980. (4) The reactants are [Cl:1][C:2]1[CH:7]=[C:6]([Cl:8])[CH:5]=[CH:4][C:3]=1B(O)O.[NH2:12][C:13]1[N:14]=[C:15]([N:24]2[CH2:29][CH2:28][N:27]([C:30](=[O:40])[CH2:31][O:32][C:33]3[CH:38]=[CH:37][C:36]([Cl:39])=[CH:35][CH:34]=3)[CH2:26][CH2:25]2)[C:16]2[N:22]=[C:21](Cl)[CH:20]=[CH:19][C:17]=2[N:18]=1. No catalyst specified. The product is [NH2:12][C:13]1[N:14]=[C:15]([N:24]2[CH2:25][CH2:26][N:27]([C:30](=[O:40])[CH2:31][O:32][C:33]3[CH:38]=[CH:37][C:36]([Cl:39])=[CH:35][CH:34]=3)[CH2:28][CH2:29]2)[C:16]2[N:22]=[C:21]([C:3]3[CH:4]=[CH:5][C:6]([Cl:8])=[CH:7][C:2]=3[Cl:1])[CH:20]=[CH:19][C:17]=2[N:18]=1. The yield is 0.100. (5) The reactants are [F:1][C:2]1[CH:24]=[CH:23][C:5]([CH2:6][CH2:7][C:8]2[S:9][C:10]3[N:11]=[CH:12][N:13]=[C:14]([N:17]4[CH2:22][CH2:21][NH:20][CH2:19][CH2:18]4)[C:15]=3[N:16]=2)=[CH:4][CH:3]=1.[Cl:25][C:26]1[CH:36]=[CH:35][C:29]([O:30][CH2:31][C:32](O)=[O:33])=[CH:28][CH:27]=1. No catalyst specified. The product is [F:1][C:2]1[CH:24]=[CH:23][C:5]([CH2:6][CH2:7][C:8]2[S:9][C:10]3[N:11]=[CH:12][N:13]=[C:14]([N:17]4[CH2:22][CH2:21][N:20]([C:32](=[O:33])[CH2:31][O:30][C:29]5[CH:35]=[CH:36][C:26]([Cl:25])=[CH:27][CH:28]=5)[CH2:19][CH2:18]4)[C:15]=3[N:16]=2)=[CH:4][CH:3]=1. The yield is 0.480. (6) The reactants are [CH3:1][C:2]1[N:6]([CH2:7][C:8]2[CH:13]=[CH:12][C:11]([CH3:14])=[CH:10][CH:9]=2)[N:5]=[C:4]([C:15](Cl)=[O:16])[CH:3]=1.O[N:19]=[C:20]([C:22]1[CH:27]=[CH:26][N:25]=[CH:24][CH:23]=1)[NH2:21].C(N(CC)CC)C.CCN=C=NCCCN(C)C. The catalyst is ClCCl.C(OCC)(=O)C.O. The product is [CH3:1][C:2]1[N:6]([CH2:7][C:8]2[CH:13]=[CH:12][C:11]([CH3:14])=[CH:10][CH:9]=2)[N:5]=[C:4]([C:15]2[O:16][N:21]=[C:20]([C:22]3[CH:27]=[CH:26][N:25]=[CH:24][CH:23]=3)[N:19]=2)[CH:3]=1. The yield is 0.750. (7) The reactants are [CH3:1][C:2]1[CH:7]=[CH:6][N:5]=[C:4]([NH:8][C:9](=[O:14])[C:10]([CH3:13])([CH3:12])[CH3:11])[CH:3]=1.[OH:15]O. The catalyst is CC(O)=O. The product is [CH3:1][C:2]1[CH:7]=[CH:6][N+:5]([O-:15])=[C:4]([NH:8][C:9](=[O:14])[C:10]([CH3:11])([CH3:13])[CH3:12])[CH:3]=1. The yield is 0.770. (8) The reactants are [F:1][C:2]1[CH:3]=[C:4]([C:8](=O)[CH2:9][C:10](=O)[C:11]([F:14])([F:13])[F:12])[CH:5]=[CH:6][CH:7]=1.[NH2:17][C:18]1[C:22]([C:23]#[N:24])=[CH:21][NH:20][N:19]=1. No catalyst specified. The product is [F:1][C:2]1[CH:3]=[C:4]([C:8]2[CH:9]=[C:10]([C:11]([F:14])([F:13])[F:12])[N:19]3[N:20]=[CH:21][C:22]([C:23]#[N:24])=[C:18]3[N:17]=2)[CH:5]=[CH:6][CH:7]=1. The yield is 0.460.